Dataset: Reaction yield outcomes from USPTO patents with 853,638 reactions. Task: Predict the reaction yield, written as a fraction of the theoretical maximum amount of product (1.0 means a 100% yield; for example, 0.34 means a 34% yield). (1) The reactants are [Cl:1][C:2]1[CH:3]=[C:4]([CH2:9][CH2:10][NH2:11])[CH:5]=[CH:6][C:7]=1[Cl:8].[F:12][C:13]([F:24])([F:23])[C:14](O[C:14](=[O:15])[C:13]([F:24])([F:23])[F:12])=[O:15]. The catalyst is C1COCC1. The product is [Cl:1][C:2]1[CH:3]=[C:4]([CH:5]=[CH:6][C:7]=1[Cl:8])[CH2:9][CH2:10][NH:11][C:14](=[O:15])[C:13]([F:24])([F:23])[F:12]. The yield is 0.670. (2) The reactants are [C:1]1(=[O:11])[O:6][C:4](=O)[C:3]2=[CH:7][CH:8]=[CH:9][CH:10]=[C:2]12.[NH2:12][C:13]1[N:18]=[CH:17][C:16](/[CH:19]=[CH:20]/[C:21]([N:23]([CH3:35])[CH2:24][C:25]2[N:26]([CH3:34])[C:27]3[C:32]([CH:33]=2)=[CH:31][CH:30]=[CH:29][CH:28]=3)=[O:22])=[CH:15][CH:14]=1.C(=O)(O)[O-].[Na+]. The yield is 0.330. The product is [O:11]=[C:1]1[C:2]2[C:3](=[CH:7][CH:8]=[CH:9][CH:10]=2)[C:4](=[O:6])[N:12]1[C:13]1[N:18]=[CH:17][C:16](/[CH:19]=[CH:20]/[C:21]([N:23]([CH3:35])[CH2:24][C:25]2[N:26]([CH3:34])[C:27]3[C:32]([CH:33]=2)=[CH:31][CH:30]=[CH:29][CH:28]=3)=[O:22])=[CH:15][CH:14]=1. The catalyst is C1COCC1. (3) The reactants are Cl.[C:2]([O:10][C@@H:11]1[C@@H:15]([CH2:16][OH:17])[CH2:14][C@@H:13]([NH2:18])[C@@H:12]1[O:19][C:20](=[O:27])[C:21]1[CH:26]=[CH:25][CH:24]=[CH:23][CH:22]=1)(=[O:9])[C:3]1[CH:8]=[CH:7][CH:6]=[CH:5][CH:4]=1.CCN(CC)CC.[C:35](Cl)(=[O:42])[C:36]1[CH:41]=[CH:40][N:39]=[CH:38][CH:37]=1.[Cl-].[NH4+]. The catalyst is C(Cl)Cl. The product is [C:20]([O:19][C@H:12]1[C@H:13]([NH:18][C:35](=[O:42])[C:36]2[CH:41]=[CH:40][N:39]=[CH:38][CH:37]=2)[CH2:14][C@H:15]([CH2:16][OH:17])[C@H:11]1[O:10][C:2](=[O:9])[C:3]1[CH:4]=[CH:5][CH:6]=[CH:7][CH:8]=1)(=[O:27])[C:21]1[CH:26]=[CH:25][CH:24]=[CH:23][CH:22]=1. The yield is 0.600.